Dataset: Peptide-MHC class II binding affinity with 134,281 pairs from IEDB. Task: Regression. Given a peptide amino acid sequence and an MHC pseudo amino acid sequence, predict their binding affinity value. This is MHC class II binding data. The peptide sequence is QKLLLEEGVPSHIMS. The MHC is DRB4_0101 with pseudo-sequence DRB4_0103. The binding affinity (normalized) is 0.656.